This data is from Forward reaction prediction with 1.9M reactions from USPTO patents (1976-2016). The task is: Predict the product of the given reaction. (1) Given the reactants Br[C:2]1[CH:9]=[CH:8][C:5]([CH:6]=[O:7])=[CH:4][CH:3]=1.[CH2:10]([Li])CCC.[Cu](C#N)C#N.[O:20]1[CH2:22][C@@H:21]1[C@H:23]([OH:31])[CH2:24][CH2:25][CH2:26][CH2:27][CH2:28][CH2:29][CH3:30].N.[O:33]1CCC[CH2:34]1, predict the reaction product. The product is: [CH3:10][O:7][CH:6]([O:33][CH3:34])[C:5]1[CH:8]=[CH:9][C:2]([CH2:22][C@@H:21]([OH:20])[C@H:23]([OH:31])[CH2:24][CH2:25][CH2:26][CH2:27][CH2:28][CH2:29][CH3:30])=[CH:3][CH:4]=1. (2) Given the reactants CC1(C)C(C)(C)OB(/[CH:9]=[CH:10]/[CH2:11][CH2:12][O:13][CH:14]2[CH2:19][CH2:18][CH2:17][CH2:16][O:15]2)O1.[NH2:21][C:22]1[CH:29]=[CH:28][CH:27]=[C:26](Br)[C:23]=1[C:24]#[N:25], predict the reaction product. The product is: [NH2:21][C:22]1[CH:29]=[CH:28][CH:27]=[C:26](/[CH:9]=[CH:10]/[CH2:11][CH2:12][O:13][CH:14]2[CH2:19][CH2:18][CH2:17][CH2:16][O:15]2)[C:23]=1[C:24]#[N:25]. (3) The product is: [CH3:15][C:16]([S:26]([CH3:29])(=[O:28])=[O:27])([CH2:22][CH2:23][CH:24]=[O:10])[C:17]([O:19][CH2:20][CH3:21])=[O:18]. Given the reactants CC1C=CC=C(C)N=1.I([O-])(=O)(=O)=[O:10].[Na+].[CH3:15][C:16]([S:26]([CH3:29])(=[O:28])=[O:27])([CH2:22][CH2:23][CH:24]=C)[C:17]([O:19][CH2:20][CH3:21])=[O:18], predict the reaction product.